This data is from Peptide-MHC class I binding affinity with 185,985 pairs from IEDB/IMGT. The task is: Regression. Given a peptide amino acid sequence and an MHC pseudo amino acid sequence, predict their binding affinity value. This is MHC class I binding data. (1) The peptide sequence is LMCHATFTTR. The MHC is HLA-A33:01 with pseudo-sequence HLA-A33:01. The binding affinity (normalized) is 0.577. (2) The peptide sequence is CWFCNQDLVF. The MHC is Mamu-B01 with pseudo-sequence Mamu-B01. The binding affinity (normalized) is 0. (3) The peptide sequence is LLSAWILTA. The MHC is HLA-B44:03 with pseudo-sequence HLA-B44:03. The binding affinity (normalized) is 0.0577.